This data is from Reaction yield outcomes from USPTO patents with 853,638 reactions. The task is: Predict the reaction yield, written as a fraction of the theoretical maximum amount of product (1.0 means a 100% yield; for example, 0.34 means a 34% yield). (1) The reactants are [Cl:1][C:2]1[N:7]=[C:6]([C:8]2[S:12][C:11]([CH:13]([CH3:15])[CH3:14])=[N:10][C:9]=2[C:16]2[CH:17]=[C:18]([CH:20]=[CH:21][CH:22]=2)[NH2:19])[CH:5]=[CH:4][N:3]=1.[O:23]1[CH:27]=[CH:26][CH:25]=[C:24]1[S:28](Cl)(=[O:30])=[O:29]. No catalyst specified. The product is [Cl:1][C:2]1[N:7]=[C:6]([C:8]2[S:12][C:11]([CH:13]([CH3:15])[CH3:14])=[N:10][C:9]=2[C:16]2[CH:17]=[C:18]([NH:19][S:28]([C:24]3[O:23][CH:27]=[CH:26][CH:25]=3)(=[O:30])=[O:29])[CH:20]=[CH:21][CH:22]=2)[CH:5]=[CH:4][N:3]=1. The yield is 0.489. (2) The reactants are [CH3:1][O:2][C:3]1[CH:9]=[CH:8][C:7]([O:10][CH3:11])=[CH:6][C:4]=1[NH2:5].C(N(CC)CC)C.[CH3:19][C:20]([O:23][C:24](O[C:24]([O:23][C:20]([CH3:22])([CH3:21])[CH3:19])=[O:25])=[O:25])([CH3:22])[CH3:21]. The catalyst is CO. The product is [CH3:1][O:2][C:3]1[CH:9]=[CH:8][C:7]([O:10][CH3:11])=[CH:6][C:4]=1[NH:5][C:24](=[O:25])[O:23][C:20]([CH3:22])([CH3:21])[CH3:19]. The yield is 0.610. (3) The reactants are [Sn](Cl)Cl.[Cl:4][C:5]1[C:14]([NH:15][S:16]([C:19]2[CH:24]=[CH:23][C:22]([C:25]([F:28])([F:27])[F:26])=[CH:21][C:20]=2[N+:29]([O-])=O)(=[O:18])=[O:17])=[C:13]2[C:8]([C:9]([O:32][CH3:33])=[CH:10][CH:11]=[N:12]2)=[CH:7][CH:6]=1. The catalyst is CCO. The product is [NH2:29][C:20]1[CH:21]=[C:22]([C:25]([F:27])([F:28])[F:26])[CH:23]=[CH:24][C:19]=1[S:16]([NH:15][C:14]1[C:5]([Cl:4])=[CH:6][CH:7]=[C:8]2[C:13]=1[N:12]=[CH:11][CH:10]=[C:9]2[O:32][CH3:33])(=[O:17])=[O:18]. The yield is 0.860. (4) The reactants are [CH3:1][N:2]([CH3:15])[CH:3]1[CH2:11][C:10]2[C:5](=[CH:6][CH:7]=[C:8]([N+:12]([O-])=O)[CH:9]=2)[CH2:4]1.[CH3:16][C:17](OC(C)=O)=[O:18]. The catalyst is CCO.O.[Pd]. The product is [CH3:1][N:2]([CH3:15])[CH:3]1[CH2:11][C:10]2[C:5](=[CH:6][CH:7]=[C:8]([NH:12][C:17](=[O:18])[CH3:16])[CH:9]=2)[CH2:4]1. The yield is 0.730. (5) The reactants are [CH3:1][N:2]1[CH:10]=[C:9]2[C:4]([CH:5]=[CH:6][C:7]3[CH2:13][CH2:12][C@@H:11]([CH2:14][CH2:15][NH:16][C:17](=[O:19])[CH3:18])[C:8]=32)=[N:3]1.[Br:20]N1C(=O)CCC1=O. The catalyst is C(#N)C. The product is [Br:20][C:10]1[N:2]([CH3:1])[N:3]=[C:4]2[C:9]=1[C:8]1[C@H:11]([CH2:14][CH2:15][NH:16][C:17](=[O:19])[CH3:18])[CH2:12][CH2:13][C:7]=1[CH:6]=[CH:5]2. The yield is 0.920. (6) The reactants are [CH3:1][O:2][C:3]([CH:5]1[CH2:10][CH2:9][N:8]([C:11]2[CH:16]=[C:15](Cl)[N:14]=[C:13]([O:18][CH3:19])[N:12]=2)[CH2:7][CH2:6]1)=[O:4].[Cl:20][C:21]1[CH:26]=[C:25]([Cl:27])[CH:24]=[CH:23][C:22]=1[CH2:28][CH2:29][NH2:30].C(=O)(O)[O-].[Na+].CN1CCCC1=O. The catalyst is O. The product is [CH3:1][O:2][C:3]([CH:5]1[CH2:10][CH2:9][N:8]([C:11]2[CH:16]=[C:15]([NH:30][CH2:29][CH2:28][C:22]3[CH:23]=[CH:24][C:25]([Cl:27])=[CH:26][C:21]=3[Cl:20])[N:14]=[C:13]([O:18][CH3:19])[N:12]=2)[CH2:7][CH2:6]1)=[O:4]. The yield is 0.440. (7) The reactants are [CH2:1]([N:8]1[C:16]2[C:15](=[O:17])[NH:14][C:13](=[O:18])[N:12]([CH2:19][O:20][CH2:21][CH2:22][Si:23]([CH3:26])([CH3:25])[CH3:24])[C:11]=2[N:10]=[CH:9]1)[C:2]1[CH:7]=[CH:6][CH:5]=[CH:4][CH:3]=1.C1C(=O)N([Cl:34])C(=O)C1. The catalyst is CN(C=O)C.C(OCC)(=O)C.O. The product is [CH2:1]([N:8]1[C:16]2[C:15](=[O:17])[NH:14][C:13](=[O:18])[N:12]([CH2:19][O:20][CH2:21][CH2:22][Si:23]([CH3:26])([CH3:25])[CH3:24])[C:11]=2[N:10]=[C:9]1[Cl:34])[C:2]1[CH:7]=[CH:6][CH:5]=[CH:4][CH:3]=1. The yield is 0.779.